This data is from Full USPTO retrosynthesis dataset with 1.9M reactions from patents (1976-2016). The task is: Predict the reactants needed to synthesize the given product. (1) Given the product [Cl:1][C:2]1[C:10]2=[N:9][O:8][N:7]=[C:6]2[C:5]([S:11]([N:16]([CH3:17])[CH3:15])(=[O:13])=[O:12])=[CH:4][CH:3]=1, predict the reactants needed to synthesize it. The reactants are: [Cl:1][C:2]1[C:10]2[C:6](=[N:7][O:8][N:9]=2)[C:5]([S:11](Cl)(=[O:13])=[O:12])=[CH:4][CH:3]=1.[CH3:15][NH:16][CH3:17].C1COCC1.C(N(CC)CC)C. (2) Given the product [CH2:1]=[CH2:2].[CH2:12]=[CH:13][CH3:14].[CH:1]([CH:3]1[CH2:8][CH:7]2[CH2:9][CH:4]1[CH:5]=[CH:6]2)=[CH2:2], predict the reactants needed to synthesize it. The reactants are: [CH:1]([CH:3]1[CH2:8][CH:7]2[CH2:9][CH:4]1[CH:5]=[CH:6]2)=[CH2:2].C=C.[CH2:12]=[CH:13][CH3:14].Cl. (3) Given the product [OH:1][CH:2]1[CH2:5][CH:4]([C:6]([O:8][CH3:9])=[O:7])[CH2:3]1, predict the reactants needed to synthesize it. The reactants are: [O:1]=[C:2]1[CH2:5][CH:4]([C:6]([O:8][CH3:9])=[O:7])[CH2:3]1.[BH4-].[Na+].O. (4) Given the product [C:19]([O:23][C:24]([N:26]1[CH2:31][CH2:30][S:29][CH:28]([C:32]([N:14]([CH2:13][C:4]2[CH:3]=[C:2]([Cl:1])[C:7]3[O:8][CH2:9][CH2:10][CH2:11][O:12][C:6]=3[CH:5]=2)[CH2:15][CH:16]([CH3:18])[CH3:17])=[O:33])[CH2:27]1)=[O:25])([CH3:22])([CH3:21])[CH3:20], predict the reactants needed to synthesize it. The reactants are: [Cl:1][C:2]1[C:7]2[O:8][CH2:9][CH2:10][CH2:11][O:12][C:6]=2[CH:5]=[C:4]([CH2:13][NH:14][CH2:15][CH:16]([CH3:18])[CH3:17])[CH:3]=1.[C:19]([O:23][C:24]([N:26]1[CH2:31][CH2:30][S:29][CH:28]([C:32](O)=[O:33])[CH2:27]1)=[O:25])([CH3:22])([CH3:21])[CH3:20].Cl.C(N=C=NCCCN(C)C)C.CC1C=CN=C(N)C=1C. (5) Given the product [CH3:4][C:5]1[CH:13]=[CH:12][C:8]([C:9]([NH:1][C:2]#[N:3])=[O:10])=[CH:7][CH:6]=1, predict the reactants needed to synthesize it. The reactants are: [N:1]#[C:2][NH2:3].[CH3:4][C:5]1[CH:13]=[CH:12][C:8]([C:9](Cl)=[O:10])=[CH:7][CH:6]=1.Cl. (6) Given the product [CH3:1][O:2][C:3](=[O:19])[CH:4]([CH2:10][C:11]1[CH:16]=[CH:15][C:14]([O:17][CH2:21][C:22]2[S:26][C:25]([C:27]3[CH:28]=[CH:29][C:30]([C:33]([F:36])([F:34])[F:35])=[CH:31][CH:32]=3)=[N:24][C:23]=2[CH3:37])=[CH:13][C:12]=1[CH3:18])[CH2:5][CH2:6][CH2:7][CH2:8][CH3:9], predict the reactants needed to synthesize it. The reactants are: [CH3:1][O:2][C:3](=[O:19])[CH:4]([CH2:10][C:11]1[CH:16]=[CH:15][C:14]([OH:17])=[CH:13][C:12]=1[CH3:18])[CH2:5][CH2:6][CH2:7][CH2:8][CH3:9].Cl[CH2:21][C:22]1[S:26][C:25]([C:27]2[CH:32]=[CH:31][C:30]([C:33]([F:36])([F:35])[F:34])=[CH:29][CH:28]=2)=[N:24][C:23]=1[CH3:37].C(=O)([O-])[O-].[Cs+].[Cs+].[I-].[K+]. (7) Given the product [NH2:23][CH2:22][C:19]1[N:20]=[CH:21][C:16]([NH:15][C:9]2[CH:10]=[CH:11][C:12]([Cl:14])=[CH:13][C:8]=2[Cl:7])=[CH:17][CH:18]=1, predict the reactants needed to synthesize it. The reactants are: [H-].[Al+3].[Li+].[H-].[H-].[H-].[Cl:7][C:8]1[CH:13]=[C:12]([Cl:14])[CH:11]=[CH:10][C:9]=1[NH:15][C:16]1[CH:17]=[CH:18][C:19]([C:22]#[N:23])=[N:20][CH:21]=1.O. (8) The reactants are: [C:1]1([C:7](=O)[CH2:8][CH2:9][C:10]([CH:12]2[CH2:17][CH2:16][CH:15]([CH2:18][CH2:19][CH3:20])[CH2:14][CH2:13]2)=O)[CH:6]=[CH:5][CH:4]=[CH:3][CH:2]=1.[NH2:22][CH2:23][C:24]([OH:26])=[O:25]. Given the product [C:1]1([C:7]2[N:22]([CH2:23][C:24]([OH:26])=[O:25])[C:10]([CH:12]3[CH2:17][CH2:16][CH:15]([CH2:18][CH2:19][CH3:20])[CH2:14][CH2:13]3)=[CH:9][CH:8]=2)[CH:6]=[CH:5][CH:4]=[CH:3][CH:2]=1, predict the reactants needed to synthesize it. (9) Given the product [CH3:5][O:6][C:7]1[N:15]=[C:14]([C:16]([F:19])([F:18])[F:17])[CH:13]=[C:12]([CH3:20])[C:8]=1[C:9]([Cl:3])=[O:10], predict the reactants needed to synthesize it. The reactants are: S(Cl)([Cl:3])=O.[CH3:5][O:6][C:7]1[N:15]=[C:14]([C:16]([F:19])([F:18])[F:17])[CH:13]=[C:12]([CH3:20])[C:8]=1[C:9](O)=[O:10]. (10) Given the product [OH:52][C@H:14]([C@@H:13]([OH:38])[C:6]1[C:5]2[C:10](=[CH:11][CH:12]=[C:3]([O:2][CH3:1])[N:4]=2)[N:9]=[CH:8][CH:7]=1)[C:15]([NH:17][CH2:18][C@H:19]1[O:23][C:22](=[O:24])[N:21]([C:25]2[CH:26]=[CH:27][C:28]3[S:33][CH2:32][C:31](=[O:34])[NH:30][C:29]=3[CH:35]=2)[CH2:20]1)=[O:16], predict the reactants needed to synthesize it. The reactants are: [CH3:1][O:2][C:3]1[N:4]=[C:5]2[C:10](=[CH:11][CH:12]=1)[N:9]=[CH:8][CH:7]=[C:6]2/[CH:13]=[CH:14]/[C:15]([NH:17][CH2:18][C@H:19]1[O:23][C:22](=[O:24])[N:21]([C:25]2[CH:26]=[CH:27][C:28]3[S:33][CH2:32][C:31](=[O:34])[NH:30][C:29]=3[CH:35]=2)[CH2:20]1)=[O:16].CS(N)(=O)=[O:38].CC(N(C)C)=O.CC(O)(C)C.[OH2:52].